Dataset: Forward reaction prediction with 1.9M reactions from USPTO patents (1976-2016). Task: Predict the product of the given reaction. (1) Given the reactants [Si]([O:8][CH2:9][C:10]1[N:14]2[C:15](=[O:43])[N:16]([CH:18]3[CH2:23][CH2:22][N:21]([C:24](=[O:42])[C@H:25]([OH:41])[CH2:26][S:27]([C:30]4[CH:39]=[CH:38][C:37]5[C:32](=[CH:33][CH:34]=[C:35]([Cl:40])[CH:36]=5)[CH:31]=4)(=[O:29])=[O:28])[CH2:20][CH2:19]3)[CH2:17][C:13]2=[CH:12][N:11]=1)(C(C)(C)C)(C)C.C(O)(=O)C.[F-].C([N+](CCCC)(CCCC)CCCC)CCC.C(OCC)(=O)C, predict the reaction product. The product is: [Cl:40][C:35]1[CH:36]=[C:37]2[C:32](=[CH:33][CH:34]=1)[CH:31]=[C:30]([S:27]([CH2:26][C@@H:25]([OH:41])[C:24]([N:21]1[CH2:20][CH2:19][CH:18]([N:16]3[CH2:17][C:13]4=[CH:12][N:11]=[C:10]([CH2:9][OH:8])[N:14]4[C:15]3=[O:43])[CH2:23][CH2:22]1)=[O:42])(=[O:29])=[O:28])[CH:39]=[CH:38]2. (2) Given the reactants [C:1]([O:5][C:6]([N:8]1[CH2:13][CH2:12][N:11]([C:14]2[N:19]=[C:18]([C:20]3[CH:25]=[CH:24][N:23]=[C:22]([F:26])[CH:21]=3)[C:17]([C:27]3[CH:32]=[CH:31][CH:30]=[CH:29][CH:28]=3)=[C:16]([C:33](O)=[O:34])[CH:15]=2)[CH2:10][CH2:9]1)=[O:7])([CH3:4])([CH3:3])[CH3:2].C[N:37](C(ON1N=NC2C=CC=NC1=2)=[N+](C)C)C.F[P-](F)(F)(F)(F)F.CCN(C(C)C)C(C)C.[NH4+].[Cl-], predict the reaction product. The product is: [C:1]([O:5][C:6]([N:8]1[CH2:13][CH2:12][N:11]([C:14]2[N:19]=[C:18]([C:20]3[CH:25]=[CH:24][N:23]=[C:22]([F:26])[CH:21]=3)[C:17]([C:27]3[CH:32]=[CH:31][CH:30]=[CH:29][CH:28]=3)=[C:16]([C:33](=[O:34])[NH2:37])[CH:15]=2)[CH2:10][CH2:9]1)=[O:7])([CH3:2])([CH3:4])[CH3:3].